From a dataset of Catalyst prediction with 721,799 reactions and 888 catalyst types from USPTO. Predict which catalyst facilitates the given reaction. (1) Reactant: [CH3:1][CH:2]1[CH2:6][C:5]([CH3:8])([CH3:7])[CH2:4][CH:3]1[CH:9]([CH3:12])[C:10]#N.[H-].C([Al+]CC(C)C)C(C)C.C(O)(=[O:25])C.O. Product: [CH3:1][CH:2]1[CH2:6][C:5]([CH3:8])([CH3:7])[CH2:4][CH:3]1[CH:9]([CH3:12])[CH:10]=[O:25]. The catalyst class is: 11. (2) Reactant: C([O:3][C:4](=[O:23])[CH2:5][CH:6]1[O:10][B:9]([OH:11])[C:8]2[CH:12]=[C:13]([O:16][C:17]3[S:18][C:19]([NH2:22])=[N:20][N:21]=3)[CH:14]=[CH:15][C:7]1=2)C.[Li+].[OH-].Cl. Product: [NH2:22][C:19]1[S:18][C:17]([O:16][C:13]2[CH:14]=[CH:15][C:7]3[CH:6]([CH2:5][C:4]([OH:23])=[O:3])[O:10][B:9]([OH:11])[C:8]=3[CH:12]=2)=[N:21][N:20]=1. The catalyst class is: 731.